From a dataset of Forward reaction prediction with 1.9M reactions from USPTO patents (1976-2016). Predict the product of the given reaction. (1) The product is: [C:25]([O:24][C:22]([N:19]1[CH2:20][CH2:21][CH:16]([C:13]2[NH:2][C:3](=[O:12])[C:4]3[C:5]([CH:11]=2)=[C:6]([CH3:10])[CH:7]=[CH:8][CH:9]=3)[CH2:17][CH2:18]1)=[O:23])([CH3:28])([CH3:26])[CH3:27]. Given the reactants C[N:2]([CH3:13])[C:3](=[O:12])[C:4]1[CH:9]=[CH:8][CH:7]=[C:6]([CH3:10])[C:5]=1[CH3:11].C([CH:16]1[CH2:21][CH2:20][N:19]([C:22]([O:24][C:25]([CH3:28])([CH3:27])[CH3:26])=[O:23])[CH2:18][CH2:17]1)#N, predict the reaction product. (2) Given the reactants [Br:1][C:2]1[CH:9]=[CH:8][C:5]([CH:6]=O)=[CH:4][C:3]=1[CH3:10].[CH2:11]([NH2:16])[CH2:12][CH:13]([CH3:15])[CH3:14].[BH4-].[Na+], predict the reaction product. The product is: [Br:1][C:2]1[CH:9]=[CH:8][C:5]([CH2:6][NH:16][CH2:11][CH2:12][CH:13]([CH3:15])[CH3:14])=[CH:4][C:3]=1[CH3:10]. (3) The product is: [OH:1][C:2]1[CH:3]=[C:4]([CH:8]=[C:9]([OH:11])[N:10]=1)[C:5]([O:25][C:22]1[CH:23]=[CH:24][C:19]([C:12]2[CH:17]=[CH:16][C:15]([O:6][C:5](=[O:7])[C:4]3[CH:8]=[C:9]([OH:11])[N:10]=[C:2]([OH:1])[CH:3]=3)=[CH:14][CH:13]=2)=[CH:20][CH:21]=1)=[O:6]. Given the reactants [OH:1][C:2]1[CH:3]=[C:4]([CH:8]=[C:9]([OH:11])[N:10]=1)[C:5]([OH:7])=[O:6].[C:12]1([C:19]2[CH:24]=[CH:23][C:22]([OH:25])=[CH:21][CH:20]=2)[CH:17]=[CH:16][C:15](O)=[CH:14][CH:13]=1, predict the reaction product. (4) The product is: [CH:1]([N:4]1[C:12]2[CH:11]=[C:10]([NH:13][C:14]3[CH:19]=[CH:18][N:17]=[C:16]([S:20][CH2:21][C:22]([CH3:27])([CH3:26])[C:23]([NH2:37])=[O:25])[N:15]=3)[N:9]=[CH:8][C:7]=2[N:6]=[C:5]1[CH3:28])([CH3:3])[CH3:2]. Given the reactants [CH:1]([N:4]1[C:12]2[CH:11]=[C:10]([NH:13][C:14]3[CH:19]=[CH:18][N:17]=[C:16]([S:20][CH2:21][C:22]([CH3:27])([CH3:26])[C:23]([OH:25])=O)[N:15]=3)[N:9]=[CH:8][C:7]=2[N:6]=[C:5]1[CH3:28])([CH3:3])[CH3:2].F[P-](F)(F)(F)(F)F.C[N:37](C(N(C)C)=[N+]1C2C(=NC=CC=2)[N+]([O-])=N1)C.[Cl-].[NH4+].C(N(CC)C(C)C)(C)C, predict the reaction product. (5) Given the reactants [CH:1]1([OH:8])[CH2:7][CH2:6][CH2:5][CH2:4][CH2:3][CH2:2]1.[ClH:9].[NH2:10][C@H:11]([C:13](OCC(CCC)CCC)=[O:14])[CH3:12], predict the reaction product. The product is: [ClH:9].[NH2:10][C@H:11]([C:13]([O:8][CH:1]1[CH2:7][CH2:6][CH2:5][CH2:4][CH2:3][CH2:2]1)=[O:14])[CH3:12]. (6) Given the reactants Br[C:2]1[CH:11]=[C:10]2[C:5]([N:6]=[C:7]([C:12]3[CH:17]=[CH:16][C:15]([F:18])=[C:14]([F:19])[CH:13]=3)[CH:8]=[N:9]2)=[C:4]([C:20]([NH:22][CH2:23][C:24]([O:26]CC)=[O:25])=[O:21])[C:3]=1[OH:29].[C:30]1(B2OC(C)(C)C(C)(C)O2)[CH2:35][CH2:34][CH2:33][CH2:32][CH:31]=1.C(=O)([O-])[O-].[K+].[K+].[OH-].[Na+], predict the reaction product. The product is: [C:30]1([C:2]2[CH:11]=[C:10]3[C:5]([N:6]=[C:7]([C:12]4[CH:17]=[CH:16][C:15]([F:18])=[C:14]([F:19])[CH:13]=4)[CH:8]=[N:9]3)=[C:4]([C:20]([NH:22][CH2:23][C:24]([OH:26])=[O:25])=[O:21])[C:3]=2[OH:29])[CH2:35][CH2:34][CH2:33][CH2:32][CH:31]=1.